Dataset: Full USPTO retrosynthesis dataset with 1.9M reactions from patents (1976-2016). Task: Predict the reactants needed to synthesize the given product. (1) Given the product [ClH:2].[NH:17]1[CH2:18][CH2:21][CH2:19][C@H:16]1[CH:15]1[C:6]2[N:7]([N:8]=[C:9]3[C:5]=2[CH:4]=[CH:3][CH:11]=[CH:10]3)[CH2:12][CH2:13][O:14]1, predict the reactants needed to synthesize it. The reactants are: [Cl-].[Cl:2][C:3]1[CH:11]=[CH:10][C:9]2[C:5](=[C:6]3[CH:15]([CH2:16][NH2+:17][CH3:18])[O:14][CH2:13][CH2:12][N:7]3[N:8]=2)[CH:4]=1.[CH:19]([C@@H:21]1CCCN1C(OC(C)(C)C)=O)=O. (2) Given the product [CH:1]1[CH2:5][CH2:4][CH2:3][CH:2]=1.[CH3:6][CH:1]1[CH2:5][CH2:4][CH:3]=[CH:2]1, predict the reactants needed to synthesize it. The reactants are: [CH:1]1[CH2:5][CH2:4][CH2:3][CH:2]=1.[CH2:6](Cl)Cl. (3) Given the product [CH3:33][C:32]1[CH:31]=[CH:30][C:29]([C:34](=[O:35])[NH:51][CH:52]2[CH2:57][CH2:56][NH:55][C:54](=[O:58])[CH2:53]2)=[CH:28][C:27]=1[C:24]1[CH:25]=[CH:26][C:21]([CH2:20][C@H:19]([NH:18][C:16]([C@H:13]2[CH2:12][CH2:11][C@H:10]([CH2:9][NH:8][C:6](=[O:7])[O:5][C:1]([CH3:3])([CH3:2])[CH3:4])[CH2:15][CH2:14]2)=[O:17])[C:37](=[O:50])[NH:38][C:39]2[CH:44]=[CH:43][C:42]([C:45]3[N:49]=[N:48][NH:47][N:46]=3)=[CH:41][CH:40]=2)=[CH:22][CH:23]=1, predict the reactants needed to synthesize it. The reactants are: [C:1]([O:5][C:6]([NH:8][CH2:9][C@H:10]1[CH2:15][CH2:14][C@H:13]([C:16]([NH:18][C@H:19]([C:37](=[O:50])[NH:38][C:39]2[CH:44]=[CH:43][C:42]([C:45]3[N:46]=[N:47][NH:48][N:49]=3)=[CH:41][CH:40]=2)[CH2:20][C:21]2[CH:26]=[CH:25][C:24]([C:27]3[C:32]([CH3:33])=[CH:31][CH:30]=[C:29]([C:34](O)=[O:35])[CH:28]=3)=[CH:23][CH:22]=2)=[O:17])[CH2:12][CH2:11]1)=[O:7])([CH3:4])([CH3:3])[CH3:2].[NH2:51][CH:52]1[CH2:57][CH2:56][NH:55][C:54](=[O:58])[CH2:53]1.C(N(CC)C(C)C)(C)C.F[P-](F)(F)(F)(F)F.CN(C(N(C)C)=[N+]1C2C(=NC=CC=2)[N+]([O-])=N1)C. (4) Given the product [F:12][C:9]([F:10])([F:11])[C:7]1[CH:6]=[C:5]([C@H:13]([O:15][C@H:16]2[CH2:20][N:19]([C:21]([O:23][C:24]([CH3:26])([CH3:25])[CH3:27])=[O:22])[C@@H:18]([CH2:28][CH:29]([CH3:44])[C:30]([O:32][CH3:33])=[O:31])[C@@H:17]2[C:34]2[CH:39]=[CH:38][C:37]([F:40])=[CH:36][CH:35]=2)[CH3:14])[CH:4]=[C:3]([C:2]([F:1])([F:41])[F:42])[CH:8]=1, predict the reactants needed to synthesize it. The reactants are: [F:1][C:2]([F:42])([F:41])[C:3]1[CH:4]=[C:5]([C@H:13]([O:15][C@H:16]2[CH2:20][N:19]([C:21]([O:23][C:24]([CH3:27])([CH3:26])[CH3:25])=[O:22])[C@@H:18]([CH2:28][CH2:29][C:30]([O:32][CH3:33])=[O:31])[C@@H:17]2[C:34]2[CH:39]=[CH:38][C:37]([F:40])=[CH:36][CH:35]=2)[CH3:14])[CH:6]=[C:7]([C:9]([F:12])([F:11])[F:10])[CH:8]=1.[Li+].[CH3:44][Si]([N-][Si](C)(C)C)(C)C.CI.